Dataset: Full USPTO retrosynthesis dataset with 1.9M reactions from patents (1976-2016). Task: Predict the reactants needed to synthesize the given product. The reactants are: C1(C2C=CC3C(=C(N)C=CC=3)N=2)C=CC=CC=1.C(OC(N1CCC(C(O)=O)CC1)=O)(C)(C)C.[C:34]1([C:40]2[CH:49]=[CH:48][C:47]3[C:42](=[C:43]([NH:50][C:51]([CH:53]4[CH2:58][CH2:57][N:56](C(OC(C)(C)C)=O)[CH2:55][CH2:54]4)=[O:52])[CH:44]=[CH:45][CH:46]=3)[N:41]=2)[CH:39]=[CH:38][CH:37]=[CH:36][CH:35]=1.C(O)(C(F)(F)F)=O. Given the product [C:34]1([C:40]2[CH:49]=[CH:48][C:47]3[C:42](=[C:43]([NH:50][C:51]([CH:53]4[CH2:58][CH2:57][NH:56][CH2:55][CH2:54]4)=[O:52])[CH:44]=[CH:45][CH:46]=3)[N:41]=2)[CH:35]=[CH:36][CH:37]=[CH:38][CH:39]=1, predict the reactants needed to synthesize it.